This data is from Retrosynthesis with 50K atom-mapped reactions and 10 reaction types from USPTO. The task is: Predict the reactants needed to synthesize the given product. (1) Given the product CN(c1ncnc2c1CCC(=O)N2)[C@H]1CCCN(Cc2ccccc2)C1, predict the reactants needed to synthesize it. The reactants are: CN[C@H]1CCCN(Cc2ccccc2)C1.O=C1CCc2c(Cl)ncnc2N1. (2) The reactants are: COc1cncc(C(=O)O)c1.Nc1cnc(OCC(F)(F)F)c(-c2ccc(Cl)cc2)c1. Given the product COc1cncc(C(=O)Nc2cnc(OCC(F)(F)F)c(-c3ccc(Cl)cc3)c2)c1, predict the reactants needed to synthesize it. (3) Given the product O=Cc1c(Cl)cc(OCc2ccccc2)cc1OCc1ccccc1, predict the reactants needed to synthesize it. The reactants are: CN(C)C=O.Clc1cc(OCc2ccccc2)cc(OCc2ccccc2)c1. (4) Given the product CC[C@@]1(O)C(=O)OCc2c1cc1n(c2=O)Cc2c-1nc1ccccc1c2CC[Si](C)(C)CCCn1cncn1, predict the reactants needed to synthesize it. The reactants are: CC[C@@]1(O)C(=O)OCc2c1cc1n(c2=O)Cc2c-1nc1ccccc1c2CC[Si](C)(C)CCCBr.c1nc[nH]n1.